This data is from HIV replication inhibition screening data with 41,000+ compounds from the AIDS Antiviral Screen. The task is: Binary Classification. Given a drug SMILES string, predict its activity (active/inactive) in a high-throughput screening assay against a specified biological target. The molecule is CN(NC(=O)C(=Cc1ccco1)NC(=O)c1ccccc1)c1cnnc(O)c1Cl. The result is 0 (inactive).